Task: Predict the reaction yield, written as a fraction of the theoretical maximum amount of product (1.0 means a 100% yield; for example, 0.34 means a 34% yield).. Dataset: Reaction yield outcomes from USPTO patents with 853,638 reactions (1) The product is [Br:1][C:2]1[CH:3]=[C:4]([CH3:12])[C:5]([N+:9]([O-:11])=[O:10])=[C:6]([CH:7]=1)[NH:14][CH3:13]. No catalyst specified. The reactants are [Br:1][C:2]1[CH:3]=[C:4]([CH3:12])[C:5]([N+:9]([O-:11])=[O:10])=[C:6](F)[CH:7]=1.[CH3:13][NH2:14].C1COCC1. The yield is 0.990. (2) The reactants are [CH:1]1([C:7]2[C:15]3[CH:14]=[CH:13][C:12]([C:16]([O:18]C)=[O:17])=[CH:11][C:10]=3[N:9]3[CH2:20][C:21](=O)[C:22]4[C:23]5[C:28]([NH:29][CH:30]=4)=[CH:27][CH:26]=[CH:25][C:24]=5[C:8]=23)[CH2:6][CH2:5][CH2:4][CH2:3][CH2:2]1.S(C)C.[OH-].[Na+]. The catalyst is C1COCC1. The product is [CH:1]1([C:7]2[C:15]3[CH:14]=[CH:13][C:12]([C:16]([OH:18])=[O:17])=[CH:11][C:10]=3[N:9]3[CH2:20][CH2:21][C:22]4[C:23]5[C:28]([NH:29][CH:30]=4)=[CH:27][CH:26]=[CH:25][C:24]=5[C:8]=23)[CH2:2][CH2:3][CH2:4][CH2:5][CH2:6]1. The yield is 0.120. (3) The reactants are [Cl:1][C:2]1[CH:3]=[CH:4][C:5]([CH2:8][O:9][C:10]2[CH:15]=[CH:14][NH:13][C:12](=[O:16])[CH:11]=2)=[N:6][CH:7]=1.Br[C:18]1[CH:19]=[CH:20][C:21]([N:24]2[CH2:28][CH2:27][CH:26]([N:29]3[CH2:33][CH2:32][CH2:31][CH2:30]3)[CH2:25]2)=[N:22][CH:23]=1.[C@@H]1(N)CCCC[C@H]1N.C([O-])([O-])=O.[K+].[K+]. The catalyst is O1CCOCC1.[Cu]I. The product is [Cl:1][C:2]1[CH:3]=[CH:4][C:5]([CH2:8][O:9][C:10]2[CH:15]=[CH:14][N:13]([C:18]3[CH:23]=[N:22][C:21]([N:24]4[CH2:28][CH2:27][CH:26]([N:29]5[CH2:33][CH2:32][CH2:31][CH2:30]5)[CH2:25]4)=[CH:20][CH:19]=3)[C:12](=[O:16])[CH:11]=2)=[N:6][CH:7]=1. The yield is 0.0600.